This data is from Catalyst prediction with 721,799 reactions and 888 catalyst types from USPTO. The task is: Predict which catalyst facilitates the given reaction. (1) Reactant: [C:1]([O:5][C:6]([N:8]([CH2:22][C:23]1[CH:28]=[CH:27][C:26]([O:29][CH3:30])=[CH:25][CH:24]=1)[C:9]1[S:10][CH:11]=[C:12](OS(C(F)(F)F)(=O)=O)[N:13]=1)=[O:7])([CH3:4])([CH3:3])[CH3:2].CC1(C)C(C)(C)OB([C:39]2[CH:44]=[CH:43][C:42]([F:45])=[C:41]([F:46])[C:40]=2[F:47])O1.C(=O)([O-])[O-].[Cs+].[Cs+]. Product: [C:1]([O:5][C:6](=[O:7])[N:8]([CH2:22][C:23]1[CH:28]=[CH:27][C:26]([O:29][CH3:30])=[CH:25][CH:24]=1)[C:9]1[S:10][CH:11]=[C:12]([C:39]2[CH:44]=[CH:43][C:42]([F:45])=[C:41]([F:46])[C:40]=2[F:47])[N:13]=1)([CH3:4])([CH3:3])[CH3:2]. The catalyst class is: 73. (2) Reactant: [Cl:1][C:2]1[CH:3]=[C:4]([CH2:15][C:16](=O)[CH:17]([CH3:19])[CH3:18])[CH:5]=[C:6]([O:9][CH2:10][CH2:11][CH2:12][O:13][CH3:14])[C:7]=1[F:8].C([O-])(=O)C.[NH4+].[BH3-]C#[N:28].[Na+]. Product: [Cl:1][C:2]1[CH:3]=[C:4]([CH2:15][CH:16]([NH2:28])[CH:17]([CH3:19])[CH3:18])[CH:5]=[C:6]([O:9][CH2:10][CH2:11][CH2:12][O:13][CH3:14])[C:7]=1[F:8]. The catalyst class is: 5.